Dataset: Forward reaction prediction with 1.9M reactions from USPTO patents (1976-2016). Task: Predict the product of the given reaction. (1) Given the reactants C(O)(=O)C.[NH2:5][NH2:6].F[C:8]1[CH:9]=[C:10]([N:20]2[CH2:24][CH2:23][N:22]([C:25]3[CH:26]=[N:27][CH:28]=[CH:29][C:30]=3[CH3:31])[C:21]2=[O:32])[CH:11]=[CH:12][C:13]=1[C:14](=O)[C:15]([F:18])([F:17])[F:16].CO, predict the reaction product. The product is: [CH3:31][C:30]1[CH:29]=[CH:28][N:27]=[CH:26][C:25]=1[N:22]1[CH2:23][CH2:24][N:20]([C:10]2[CH:9]=[C:8]3[C:13]([C:14]([C:15]([F:18])([F:17])[F:16])=[N:5][NH:6]3)=[CH:12][CH:11]=2)[C:21]1=[O:32]. (2) The product is: [CH3:14][C:11]([O:10][C:8]([NH:1][C@H:2]([C:4]([O:6][CH3:7])=[O:5])[CH2:3][O:10][CH:11]([CH3:13])[CH3:12])=[O:9])([CH3:12])[CH3:13]. Given the reactants [N:1]1([C:8]([O:10][C:11]([CH3:14])([CH3:13])[CH3:12])=[O:9])[CH2:3][C@H:2]1[C:4]([O:6][CH3:7])=[O:5].B(F)(F)F, predict the reaction product. (3) Given the reactants [Br:1][C:2]1[CH:3]=[C:4]2[C:9](=[C:10]([C:15]#[N:16])[C:11]=1[N:12]([CH3:14])[CH3:13])[N:8]=[C:7]([CH:17]=[O:18])[CH:6]=[CH:5]2.[BH4-].[Na+], predict the reaction product. The product is: [Br:1][C:2]1[CH:3]=[C:4]2[C:9](=[C:10]([C:15]#[N:16])[C:11]=1[N:12]([CH3:14])[CH3:13])[N:8]=[C:7]([CH2:17][OH:18])[CH:6]=[CH:5]2. (4) Given the reactants [Cl:1][C:2]1[CH:7]=[CH:6][C:5]([CH2:8][C:9]([O:11][C:12]([CH3:15])([CH3:14])[CH3:13])=[O:10])=[CH:4][CH:3]=1.CC([O-])(C)C.[K+].Br[CH:23]([C:27]1[CH:36]=[CH:35][C:30]([C:31]([O:33][CH3:34])=[O:32])=[CH:29][CH:28]=1)[CH2:24][CH2:25][CH3:26].O, predict the reaction product. The product is: [C:12]([O:11][C:9](=[O:10])[CH:8]([CH:23]([C:27]1[CH:36]=[CH:35][C:30]([C:31]([O:33][CH3:34])=[O:32])=[CH:29][CH:28]=1)[CH2:24][CH2:25][CH3:26])[C:5]1[CH:4]=[CH:3][C:2]([Cl:1])=[CH:7][CH:6]=1)([CH3:15])([CH3:14])[CH3:13]. (5) Given the reactants [F:1][CH:2]([F:16])[O:3][C:4]1[C:5]([F:15])=[C:6]([CH:10]=[C:11]([F:14])[C:12]=1[F:13])[C:7]([NH2:9])=[O:8].[C:17](Cl)(=[O:21])C(Cl)=O.[CH:23]1([NH2:26])[CH2:25][CH2:24]1, predict the reaction product. The product is: [CH:23]1([NH:26][C:17]([NH:9][C:7](=[O:8])[C:6]2[CH:10]=[C:11]([F:14])[C:12]([F:13])=[C:4]([O:3][CH:2]([F:1])[F:16])[C:5]=2[F:15])=[O:21])[CH2:25][CH2:24]1. (6) The product is: [Cl:38][C:39]1[CH:48]=[C:47]2[C:42]([C:43]([N:49]3[CH2:54][CH2:53][N:52]([C:17]([NH:15][CH:12]4[CH2:11][CH2:10][CH2:9][N:8]([C:6]([O:5][C:2]([CH3:1])([CH3:3])[CH3:4])=[O:7])[CH2:14][CH2:13]4)=[O:18])[CH2:51][CH2:50]3)=[CH:44][CH:45]=[N:46]2)=[CH:41][CH:40]=1. Given the reactants [CH3:1][C:2]([O:5][C:6]([N:8]1[CH2:14][CH2:13][CH:12]([NH2:15])[CH2:11][CH2:10][CH2:9]1)=[O:7])([CH3:4])[CH3:3].Cl[C:17](OC1C=CC([N+]([O-])=O)=CC=1)=[O:18].C(N(C(C)C)CC)(C)C.[Cl:38][C:39]1[CH:48]=[C:47]2[C:42]([C:43]([N:49]3[CH2:54][CH2:53][NH:52][CH2:51][CH2:50]3)=[CH:44][CH:45]=[N:46]2)=[CH:41][CH:40]=1, predict the reaction product. (7) Given the reactants [CH:1]([O:4][C:5]1[CH:28]=[CH:27][C:8]([O:9][C:10]2[CH:11]=[C:12]3[C:17](=[CH:18][CH:19]=2)[CH:16]=[C:15]([C@:20]2([CH3:26])[CH2:24][O:23]C(=O)[NH:21]2)[CH:14]=[CH:13]3)=[CH:7][CH:6]=1)([CH3:3])[CH3:2].C(O)C.[OH-].[Li+].O, predict the reaction product. The product is: [NH2:21][C@@:20]([C:15]1[CH:14]=[CH:13][C:12]2[C:17](=[CH:18][CH:19]=[C:10]([O:9][C:8]3[CH:27]=[CH:28][C:5]([O:4][CH:1]([CH3:3])[CH3:2])=[CH:6][CH:7]=3)[CH:11]=2)[CH:16]=1)([CH3:26])[CH2:24][OH:23]. (8) Given the reactants Cl[C:2]1[C:7]([C:8]#[N:9])=[CH:6][N:5]=[C:4]2[CH:10]=[CH:11][S:12][C:3]=12.[Cl:13][C:14]1[CH:21]=[C:20]([Cl:22])[CH:19]=[CH:18][C:15]=1[CH2:16][NH2:17].C(N(CC)C(C)C)(C)C, predict the reaction product. The product is: [Cl:13][C:14]1[CH:21]=[C:20]([Cl:22])[CH:19]=[CH:18][C:15]=1[CH2:16][NH:17][C:2]1[C:7]([C:8]#[N:9])=[CH:6][N:5]=[C:4]2[CH:10]=[CH:11][S:12][C:3]=12. (9) Given the reactants [CH:1]1([OH:5])[CH2:4][CH2:3][CH2:2]1.[N+](=[CH:8][C:9]([O:11][CH2:12][CH3:13])=[O:10])=[N-], predict the reaction product. The product is: [CH2:12]([O:11][C:9](=[O:10])[CH2:8][O:5][CH:1]1[CH2:4][CH2:3][CH2:2]1)[CH3:13]. (10) The product is: [CH:23]1([C:19]2[CH:20]=[C:21]([CH3:22])[C:16]([N:13]3[CH2:14][CH2:15][N:10]([C:8]([C:5]4[CH:4]=[CH:3][C:2]([N:31]5[C@H:30]([CH2:32][OH:33])[CH2:29][O:28][C:27]5=[O:26])=[N:7][CH:6]=4)=[O:9])[CH2:11][CH2:12]3)=[N:17][CH:18]=2)[CH2:25][CH2:24]1. Given the reactants Br[C:2]1[N:7]=[CH:6][C:5]([C:8]([N:10]2[CH2:15][CH2:14][N:13]([C:16]3[C:21]([CH3:22])=[CH:20][C:19]([CH:23]4[CH2:25][CH2:24]4)=[CH:18][N:17]=3)[CH2:12][CH2:11]2)=[O:9])=[CH:4][CH:3]=1.[O:26]=[C:27]1[NH:31][C@H:30]([CH2:32][O:33]C(=O)C2C=CC=CC=2)[CH2:29][O:28]1, predict the reaction product.